Dataset: Reaction yield outcomes from USPTO patents with 853,638 reactions. Task: Predict the reaction yield, written as a fraction of the theoretical maximum amount of product (1.0 means a 100% yield; for example, 0.34 means a 34% yield). (1) The reactants are [CH3:1][C:2]1[C:7]([O:8][C:9]2[CH:14]=[CH:13][N:12]=[C:11]([C:15]3[CH:16]=[N:17][N:18]([CH3:20])[CH:19]=3)[CH:10]=2)=[CH:6][N:5]=[C:4]([N+:21]([O-])=O)[CH:3]=1.[NH4+].[Cl-]. The catalyst is CO.C1COCC1.CCOC(C)=O.[Zn]. The product is [CH3:1][C:2]1[C:7]([O:8][C:9]2[CH:14]=[CH:13][N:12]=[C:11]([C:15]3[CH:16]=[N:17][N:18]([CH3:20])[CH:19]=3)[CH:10]=2)=[CH:6][N:5]=[C:4]([NH2:21])[CH:3]=1. The yield is 0.670. (2) The reactants are [F:1][C:2]1[CH:3]=[C:4]2[C:9](=[CH:10][CH:11]=1)[NH:8][C:7](=[O:12])[CH:6]=[CH:5]2.[H-].[Na+].Br[CH2:16][CH2:17][CH2:18]Cl.C([O-])([O-])=O.[K+].[K+].[CH2:26]([CH:30]1[CH2:35][CH2:34][NH:33][CH2:32][CH2:31]1)[CH2:27][CH2:28][CH3:29]. The catalyst is C(OCC)C.CC#N.CCOC(C)=O.CN(C=O)C. The product is [CH2:26]([CH:30]1[CH2:35][CH2:34][N:33]([CH2:16][CH2:17][CH2:18][N:8]2[C:9]3[C:4](=[CH:3][C:2]([F:1])=[CH:11][CH:10]=3)[CH:5]=[CH:6][C:7]2=[O:12])[CH2:32][CH2:31]1)[CH2:27][CH2:28][CH3:29]. The yield is 0.290. (3) The reactants are [CH3:1][O:2][C:3]1[CH:4]=[C:5]([CH:8]=[C:9]([O:13][CH3:14])[C:10]=1[O:11][CH3:12])[CH:6]=O.C([O-])(=O)C.[NH4+].[N+:20]([CH2:23][CH3:24])([O-:22])=[O:21]. No catalyst specified. The product is [CH3:1][O:2][C:3]1[CH:4]=[C:5]([CH:6]=[C:23]([N+:20]([O-:22])=[O:21])[CH3:24])[CH:8]=[C:9]([O:13][CH3:14])[C:10]=1[O:11][CH3:12]. The yield is 0.500.